Task: Predict the reactants needed to synthesize the given product.. Dataset: Full USPTO retrosynthesis dataset with 1.9M reactions from patents (1976-2016) (1) The reactants are: [Cl-].O[NH3+:3].[C:4](=[O:7])([O-])[OH:5].[Na+].CS(C)=O.[Si]([O:20][CH2:21][C:22]([CH3:58])([CH3:57])[O:23][C:24]1[CH:29]=[CH:28][C:27]([C:30]2[C:35](=[O:36])[N:34]([CH2:37][C:38]3[CH:43]=[CH:42][C:41]([C:44]4[C:45]([C:50]#[N:51])=[CH:46][CH:47]=[CH:48][CH:49]=4)=[CH:40][C:39]=3[F:52])[C:33]([CH2:53][CH2:54][CH3:55])=[N:32][C:31]=2[CH3:56])=[CH:26][CH:25]=1)(C(C)(C)C)(C)C. Given the product [F:52][C:39]1[CH:40]=[C:41]([C:44]2[CH:49]=[CH:48][CH:47]=[CH:46][C:45]=2[C:50]2[NH:3][C:4](=[O:7])[O:5][N:51]=2)[CH:42]=[CH:43][C:38]=1[CH2:37][N:34]1[C:35](=[O:36])[C:30]([C:27]2[CH:28]=[CH:29][C:24]([O:23][C:22]([CH3:58])([CH3:57])[CH2:21][OH:20])=[CH:25][CH:26]=2)=[C:31]([CH3:56])[N:32]=[C:33]1[CH2:53][CH2:54][CH3:55], predict the reactants needed to synthesize it. (2) Given the product [CH:23]1([C@H:26]([NH:28][CH2:2][CH2:3][N:4]2[C:12]([S:13][C:14]3[CH:19]=[C:18]([Cl:20])[CH:17]=[C:16]([Cl:21])[CH:15]=3)=[N:11][C:10]3[C:5]2=[N:6][CH:7]=[N:8][C:9]=3[NH2:22])[CH3:27])[CH2:25][CH2:24]1, predict the reactants needed to synthesize it. The reactants are: Br[CH2:2][CH2:3][N:4]1[C:12]([S:13][C:14]2[CH:19]=[C:18]([Cl:20])[CH:17]=[C:16]([Cl:21])[CH:15]=2)=[N:11][C:10]2[C:5]1=[N:6][CH:7]=[N:8][C:9]=2[NH2:22].[CH:23]1([C@H:26]([NH2:28])[CH3:27])[CH2:25][CH2:24]1.